Dataset: CYP2C9 inhibition data for predicting drug metabolism from PubChem BioAssay. Task: Regression/Classification. Given a drug SMILES string, predict its absorption, distribution, metabolism, or excretion properties. Task type varies by dataset: regression for continuous measurements (e.g., permeability, clearance, half-life) or binary classification for categorical outcomes (e.g., BBB penetration, CYP inhibition). Dataset: cyp2c9_veith. (1) The compound is Cc1ccc(-c2nnc(N(C)C(=O)c3cccnc3)s2)cc1. The result is 1 (inhibitor). (2) The drug is COc1ccc(-n2c(=O)c(-c3cc(F)cc(F)c3)nc3cncnc32)cc1. The result is 0 (non-inhibitor). (3) The compound is CC(=O)[C@@]1(O)CC[C@@H]2[C@@H]3CCC4=CC(=O)CC[C@@]4(C)[C@H]3CC[C@]21C. The result is 0 (non-inhibitor).